Dataset: Forward reaction prediction with 1.9M reactions from USPTO patents (1976-2016). Task: Predict the product of the given reaction. (1) The product is: [C:1]([O:5][C:6]([N:8]1[CH2:12][C@@H:11]([F:13])[CH2:10][C@@H:9]1[C:14]([NH:18][CH2:19][C:20]1[CH:25]=[C:24]([C:26]2[CH:27]=[N:28][C:29]([C:32]([F:33])([F:34])[F:35])=[CH:30][CH:31]=2)[N:23]=[CH:22][C:21]=1[C:36]([O:38][CH3:39])=[O:37])=[O:16])=[O:7])([CH3:2])([CH3:3])[CH3:4]. Given the reactants [C:1]([O:5][C:6]([N:8]1[CH2:12][C@H:11]([F:13])[CH2:10][C@H:9]1[C:14]([OH:16])=O)=[O:7])([CH3:4])([CH3:3])[CH3:2].Cl.[NH2:18][CH2:19][C:20]1[CH:25]=[C:24]([C:26]2[CH:27]=[N:28][C:29]([C:32]([F:35])([F:34])[F:33])=[CH:30][CH:31]=2)[N:23]=[CH:22][C:21]=1[C:36]([O:38][CH3:39])=[O:37].CN(C(ON1N=NC2C=CC=NC1=2)=[N+](C)C)C.F[P-](F)(F)(F)(F)F.CCN(C(C)C)C(C)C, predict the reaction product. (2) The product is: [ClH:23].[C:1]1([S:7]([C:10]2[CH:15]=[CH:14][C:13]3[C:16]4[CH2:17][NH:18][CH2:19][CH2:20][C:21]=4[O:22][C:12]=3[CH:11]=2)(=[O:9])=[O:8])[CH:6]=[CH:5][CH:4]=[CH:3][CH:2]=1. Given the reactants [C:1]1([S:7]([C:10]2[CH:15]=[CH:14][C:13]3[C:16]4[CH2:17][NH:18][CH2:19][CH2:20][C:21]=4[O:22][C:12]=3[CH:11]=2)(=[O:9])=[O:8])[CH:6]=[CH:5][CH:4]=[CH:3][CH:2]=1.[ClH:23], predict the reaction product. (3) Given the reactants [CH:1]([O:4][C:5]1[CH:10]=[CH:9][C:8]([C:11]2[O:15][N:14]=[C:13]3[C:16]4[C:21]([CH2:22][CH2:23][C:12]=23)=[CH:20][C:19]([CH:24]=O)=[CH:18][CH:17]=4)=[C:7]([C:26]([F:29])([F:28])[F:27])[CH:6]=1)([CH3:3])[CH3:2].[NH:30]1[CH2:33][CH:32]([C:34]([OH:36])=[O:35])[CH2:31]1.C([BH3-])#N.[Na+].[CH3:41][OH:42], predict the reaction product. The product is: [CH:1]([O:4][C:5]1[CH:10]=[CH:9][C:8]([C:11]2[O:15][N:14]=[C:13]3[C:16]4[C:21]([CH2:22][CH2:23][C:12]=23)=[CH:20][C:19]([CH2:24][N:30]2[CH2:33][CH:32]([C:34]([OH:36])=[O:35])[CH2:31]2)=[CH:18][CH:17]=4)=[C:7]([C:26]([F:28])([F:29])[F:27])[CH:6]=1)([CH3:3])[CH3:2].[C:41]([OH:35])([C:26]([F:29])([F:28])[F:27])=[O:42].